This data is from Forward reaction prediction with 1.9M reactions from USPTO patents (1976-2016). The task is: Predict the product of the given reaction. (1) Given the reactants [OH:1][C:2]1[C:3]([C:22]([OH:24])=[O:23])=[CH:4][C:5]2[C:10]([CH:11]=1)=[CH:9][CH:8]=[C:7]([O:12][CH2:13][C:14]([N:16]1[CH2:21][CH2:20][O:19][CH2:18][CH2:17]1)=[O:15])[CH:6]=2.[C:25](OC(=O)C)(=[O:27])[CH3:26].CC(O)=O, predict the reaction product. The product is: [C:25]([O:1][C:2]1[C:3]([C:22]([OH:24])=[O:23])=[CH:4][C:5]2[C:10]([CH:11]=1)=[CH:9][CH:8]=[C:7]([O:12][CH2:13][C:14]([N:16]1[CH2:17][CH2:18][O:19][CH2:20][CH2:21]1)=[O:15])[CH:6]=2)(=[O:27])[CH3:26]. (2) The product is: [C:7]([O:11][C:12](=[O:13])[NH:14][C:15]1([CH2:21][OH:22])[CH2:16][CH2:17][O:18][CH2:19][CH2:20]1)([CH3:10])([CH3:8])[CH3:9]. Given the reactants ClC(OCC)=O.[C:7]([O:11][C:12]([NH:14][C:15]1([C:21](O)=[O:22])[CH2:20][CH2:19][O:18][CH2:17][CH2:16]1)=[O:13])([CH3:10])([CH3:9])[CH3:8].C(N(CC)CC)C.[BH4-].[Na+], predict the reaction product. (3) Given the reactants [CH:1]([C:4]1[CH:9]=[CH:8][C:7]([CH:10]2[C:14]3[C:15]([CH3:22])=[C:16]([NH2:21])[C:17]([CH3:20])=[C:18]([CH3:19])[C:13]=3[O:12][C:11]2([CH3:24])[CH3:23])=[CH:6][CH:5]=1)([CH3:3])[CH3:2].[CH3:25][O:26][C:27]([C:29]1[CH:37]=[CH:36][C:32]([C:33](Cl)=[O:34])=[CH:31][CH:30]=1)=[O:28], predict the reaction product. The product is: [CH:1]([C:4]1[CH:9]=[CH:8][C:7]([CH:10]2[C:14]3[C:15]([CH3:22])=[C:16]([NH:21][C:33]([C:32]4[CH:36]=[CH:37][C:29]([C:27]([O:26][CH3:25])=[O:28])=[CH:30][CH:31]=4)=[O:34])[C:17]([CH3:20])=[C:18]([CH3:19])[C:13]=3[O:12][C:11]2([CH3:24])[CH3:23])=[CH:6][CH:5]=1)([CH3:3])[CH3:2]. (4) Given the reactants [Si]([O:8][CH2:9][C:10]1[N:11]=[N:12][N:13]([CH2:45][Si](C)(C)C)[C:14]=1[C:15]1[CH:27]=[N:26][C:25]2[C:24]3[CH:23]=[CH:22][C:21]([C:28]([OH:31])([CH3:30])[CH3:29])=[CH:20][C:19]=3[N:18]([C@H:32]([C:39]3[CH:44]=[CH:43][CH:42]=[CH:41][CH:40]=3)[CH:33]3[CH2:38][CH2:37][O:36][CH2:35][CH2:34]3)[C:17]=2[CH:16]=1)(C(C)(C)C)(C)C.[F-].C([N+](CCCC)(CCCC)CCCC)CCC.C(O)(C(F)(F)F)=O, predict the reaction product. The product is: [OH:8][CH2:9][C:10]1[N:11]=[N:12][N:13]([CH3:45])[C:14]=1[C:15]1[CH:27]=[N:26][C:25]2[C:24]3[CH:23]=[CH:22][C:21]([C:28]([OH:31])([CH3:30])[CH3:29])=[CH:20][C:19]=3[N:18]([C@H:32]([C:39]3[CH:44]=[CH:43][CH:42]=[CH:41][CH:40]=3)[CH:33]3[CH2:34][CH2:35][O:36][CH2:37][CH2:38]3)[C:17]=2[CH:16]=1. (5) Given the reactants O=P(Cl)(Cl)Cl.C([O:9][C:10]1[C:19]([S:20]([OH:23])(=[O:22])=O)=[CH:18][C:17]2[C:12](=[CH:13][CH:14]=[C:15]([S:24]([OH:27])(=[O:26])=O)[CH:16]=2)[CH:11]=1)(=O)C.[NH2:28][C:29]1[CH:37]=[CH:36][C:32]([C:33]([OH:35])=[O:34])=[CH:31][CH:30]=1.OS(O)(=O)=O, predict the reaction product. The product is: [C:33]([C:32]1[CH:36]=[CH:37][C:29]([NH:28][S:20]([C:19]2[C:10]([OH:9])=[CH:11][C:12]3[C:17]([CH:18]=2)=[CH:16][C:15]([S:24](=[O:27])(=[O:26])[NH:28][C:29]2[CH:37]=[CH:36][C:32]([C:33]([OH:35])=[O:34])=[CH:31][CH:30]=2)=[CH:14][CH:13]=3)(=[O:22])=[O:23])=[CH:30][CH:31]=1)([OH:35])=[O:34]. (6) Given the reactants [F:1][C:2]1[CH:7]=[CH:6][C:5]([C:8]2[C:17]([N:18]3[C:27]4[C:22](=[CH:23][CH:24]=[CH:25][CH:26]=4)[CH2:21][CH2:20][CH2:19]3)=[N:16][C:15]3[C:10](=[CH:11][CH:12]=[C:13]([C:28]([O:30][CH3:31])=[O:29])[CH:14]=3)[N:9]=2)=[CH:4][CH:3]=1.[S:32](=[O:36])(=O)(O)[OH:33].S(Cl)([Cl:39])=O.C(OCC)(=O)C, predict the reaction product. The product is: [Cl:39][S:32]([C:24]1[CH:23]=[C:22]2[C:27](=[CH:26][CH:25]=1)[N:18]([C:17]1[C:8]([C:5]3[CH:6]=[CH:7][C:2]([F:1])=[CH:3][CH:4]=3)=[N:9][C:10]3[C:15]([N:16]=1)=[CH:14][C:13]([C:28]([O:30][CH3:31])=[O:29])=[CH:12][CH:11]=3)[CH2:19][CH2:20][CH2:21]2)(=[O:36])=[O:33].